This data is from Reaction yield outcomes from USPTO patents with 853,638 reactions. The task is: Predict the reaction yield, written as a fraction of the theoretical maximum amount of product (1.0 means a 100% yield; for example, 0.34 means a 34% yield). (1) The product is [F:70][C:40]([F:39])([F:69])[C:41]1[CH:46]=[CH:45][C:44]([NH:47][C:48](=[O:68])[O:49][CH2:50][C:51]2([C:57](=[O:67])[NH:58][CH2:59][C:60]3[CH:65]=[CH:64][CH:63]=[CH:62][C:61]=3[Cl:66])[CH2:52][CH2:53][N:54]([C:5](=[O:7])[C@@H:2]([NH:1][C:8]([O:10][C:11]([CH3:14])([CH3:13])[CH3:12])=[O:9])[CH2:3][OH:4])[CH2:55][CH2:56]2)=[CH:43][CH:42]=1. The catalyst is CN(C=O)C. The yield is 0.560. The reactants are [NH:1]([C:8]([O:10][C:11]([CH3:14])([CH3:13])[CH3:12])=[O:9])[C@H:2]([C:5]([OH:7])=O)[CH2:3][OH:4].CN(C(ON1N=NC2C=CC=NC1=2)=[N+](C)C)C.F[P-](F)(F)(F)(F)F.[F:39][C:40]([F:70])([F:69])[C:41]1[CH:46]=[CH:45][C:44]([NH:47][C:48](=[O:68])[O:49][CH2:50][C:51]2([C:57](=[O:67])[NH:58][CH2:59][C:60]3[CH:65]=[CH:64][CH:63]=[CH:62][C:61]=3[Cl:66])[CH2:56][CH2:55][NH:54][CH2:53][CH2:52]2)=[CH:43][CH:42]=1.CCN(C(C)C)C(C)C. (2) The product is [Cl:1][C:2]1[N:7]=[CH:6][C:5]2[NH:8][C:10]3[N:11]=[CH:12][CH:13]=[CH:14][C:9]=3[C:4]=2[C:3]=1[F:16]. The catalyst is C1COCC1. The yield is 0.640. The reactants are [Cl:1][C:2]1[N:7]=[CH:6][C:5]([NH2:8])=[C:4]([C:9]2[C:10](F)=[N:11][CH:12]=[CH:13][CH:14]=2)[C:3]=1[F:16].C[Si]([N-][Si](C)(C)C)(C)C.[Na+]. (3) The reactants are Br[C:2]1[N:3]=[C:4]2[C:10]([C:11](=[O:16])[C:12]([CH3:15])([CH3:14])[CH3:13])=[CH:9][NH:8][C:5]2=[N:6][CH:7]=1.CO[C:19]1[CH:20]=[C:21]([N:34]2[CH2:38][CH2:37][CH2:36][CH2:35]2)[CH:22]=[C:23](B2OC(C)(C)C(C)(C)O2)[CH:24]=1.[C:39](=O)([O-])[O-:40].[K+].[K+].C(Cl)Cl. The catalyst is C1C=CC(P(C2C=CC=CC=2)[C-]2C=CC=C2)=CC=1.C1C=CC(P(C2C=CC=CC=2)[C-]2C=CC=C2)=CC=1.Cl[Pd]Cl.[Fe+2].O.O1CCOCC1. The product is [CH3:39][O:40][C:21]1([N:34]2[CH2:35][CH2:36][CH2:37][CH2:38]2)[CH:20]=[CH:19][CH:24]=[C:23]([C:2]2[N:3]=[C:4]3[C:10]([C:11](=[O:16])[C:12]([CH3:15])([CH3:14])[CH3:13])=[CH:9][NH:8][C:5]3=[N:6][CH:7]=2)[CH2:22]1. The yield is 0.240.